Dataset: Forward reaction prediction with 1.9M reactions from USPTO patents (1976-2016). Task: Predict the product of the given reaction. (1) Given the reactants FC(F)(F)C(O)=O.C([O:12][C:13](=[O:49])[CH2:14][C@@:15]1([C:33]([NH:35][CH:36]2[CH2:41][CH2:40][N:39](C(OC(C)(C)C)=O)[CH2:38][CH2:37]2)=[O:34])[C@H:19]([CH3:20])[CH2:18][N:17]([CH2:21][C:22]2[C:27]([C:28]([F:31])([F:30])[F:29])=[CH:26][CH:25]=[CH:24][C:23]=2[Cl:32])[CH2:16]1)(C)(C)C, predict the reaction product. The product is: [Cl:32][C:23]1[CH:24]=[CH:25][CH:26]=[C:27]([C:28]([F:29])([F:31])[F:30])[C:22]=1[CH2:21][N:17]1[CH2:18][C@H:19]([CH3:20])[C@:15]([CH2:14][C:13]([OH:49])=[O:12])([C:33](=[O:34])[NH:35][CH:36]2[CH2:37][CH2:38][NH:39][CH2:40][CH2:41]2)[CH2:16]1. (2) Given the reactants [Cl:1][C:2]1[CH:3]=[C:4]([NH:16][C:17]2[C:22]3=[C:23]([CH2:26][N:27]4[CH2:32][CH2:31][CH:30]([NH:33]C(=O)OC(C)(C)C)[CH2:29][CH2:28]4)[CH:24]=[CH:25][N:21]3[N:20]=[CH:19][N:18]=2)[CH:5]=[CH:6][C:7]=1[O:8][CH2:9][C:10]1[CH:15]=[CH:14][N:13]=[CH:12][CH:11]=1.NC1CCN(CC2C=CN3C=2C(NC2C=CC(OCC4C=CC=CN=4)=C(Cl)C=2)=NC=N3)CC1.FC(F)(F)C(O)=O, predict the reaction product. The product is: [NH2:33][CH:30]1[CH2:31][CH2:32][N:27]([CH2:26][C:23]2[CH:24]=[CH:25][N:21]3[C:22]=2[C:17]([NH:16][C:4]2[CH:5]=[CH:6][C:7]([O:8][CH2:9][C:10]4[CH:11]=[CH:12][N:13]=[CH:14][CH:15]=4)=[C:2]([Cl:1])[CH:3]=2)=[N:18][CH:19]=[N:20]3)[CH2:28][CH2:29]1. (3) The product is: [OH:13][C@H:10]1[CH2:11][CH2:12][N:8]([C:5]2[N:6]=[CH:7][C:2]([NH:1][C:21](=[O:22])[O:23][C:24]3[CH:29]=[CH:28][CH:27]=[CH:26][CH:25]=3)=[CH:3][CH:4]=2)[CH2:9]1. Given the reactants [NH2:1][C:2]1[CH:3]=[CH:4][C:5]([N:8]2[CH2:12][CH2:11][C@H:10]([OH:13])[CH2:9]2)=[N:6][CH:7]=1.N1C=CC=CC=1.Cl[C:21]([O:23][C:24]1[CH:29]=[CH:28][CH:27]=[CH:26][CH:25]=1)=[O:22], predict the reaction product. (4) Given the reactants [Cl:1][C:2]1[CH:7]=[CH:6][C:5]([C@H:8]2[C@@H:12]([C:13]3[CH:18]=[CH:17][C:16]([Cl:19])=[CH:15][CH:14]=3)[N:11]([C:20](Cl)=[O:21])[C:10]([C:23]3[CH:28]=[C:27]([C:29]([C:32]#[N:33])([CH3:31])[CH3:30])[CH:26]=[CH:25][C:24]=3[O:34][CH2:35][CH3:36])=[N:9]2)=[CH:4][CH:3]=1.[CH3:37][O:38][N:39]([CH3:49])[C:40](=[O:48])[CH2:41][N:42]1[CH2:47][CH2:46][NH:45][CH2:44][CH2:43]1, predict the reaction product. The product is: [Cl:1][C:2]1[CH:7]=[CH:6][C:5]([C@H:8]2[C@@H:12]([C:13]3[CH:14]=[CH:15][C:16]([Cl:19])=[CH:17][CH:18]=3)[N:11]([C:20]([N:45]3[CH2:44][CH2:43][N:42]([CH2:41][C:40]([N:39]([O:38][CH3:37])[CH3:49])=[O:48])[CH2:47][CH2:46]3)=[O:21])[C:10]([C:23]3[CH:28]=[C:27]([C:29]([C:32]#[N:33])([CH3:31])[CH3:30])[CH:26]=[CH:25][C:24]=3[O:34][CH2:35][CH3:36])=[N:9]2)=[CH:4][CH:3]=1. (5) Given the reactants C[O:2][C:3](=[O:22])[CH2:4][N:5]1[C:9]2[CH:10]=[C:11]([O:14][CH3:15])[CH:12]=[CH:13][C:8]=2[N:7]=[C:6]1[C:16](=[O:21])[C:17]([CH3:20])([CH3:19])[CH3:18].[OH-].[Na+], predict the reaction product. The product is: [CH3:18][C:17]([CH3:20])([CH3:19])[C:16]([C:6]1[N:5]([CH2:4][C:3]([OH:22])=[O:2])[C:9]2[CH:10]=[C:11]([O:14][CH3:15])[CH:12]=[CH:13][C:8]=2[N:7]=1)=[O:21]. (6) Given the reactants [CH:1]([O:4][C:5]1[CH:10]=[CH:9][C:8]([S:11](CC[Si](C)(C)C)(=[O:13])=[O:12])=[CH:7][C:6]=1[C:20]([N:22]1[CH2:30][C:29]2[C:24](=[CH:25][CH:26]=[C:27]([CH:31]3[CH2:36][CH2:35][O:34][CH2:33][CH2:32]3)[CH:28]=2)[CH2:23]1)=[O:21])([CH3:3])[CH3:2].CCCC[N+](CCCC)(CCCC)CCCC.[F-].C(O)(=O)CC(CC(O)=O)(C(O)=O)O.[Na+:68].[Cl-], predict the reaction product. The product is: [Na+:68].[CH:1]([O:4][C:5]1[CH:10]=[CH:9][C:8]([S:11]([O-:13])=[O:12])=[CH:7][C:6]=1[C:20]([N:22]1[CH2:30][C:29]2[C:24](=[CH:25][CH:26]=[C:27]([CH:31]3[CH2:32][CH2:33][O:34][CH2:35][CH2:36]3)[CH:28]=2)[CH2:23]1)=[O:21])([CH3:3])[CH3:2]. (7) Given the reactants [CH3:1][O:2][C:3](=[O:29])[C:4]1[CH:9]=[C:8]([CH2:10][N:11](C(OC(C)(C)C)=O)[C:12]([O:14][C:15]([CH3:18])([CH3:17])[CH3:16])=[O:13])[CH:7]=[CH:6][C:5]=1[N+:26]([O-:28])=[O:27].FC(F)(F)C(O)=O.C(=O)(O)[O-].[Na+], predict the reaction product. The product is: [CH3:1][O:2][C:3](=[O:29])[C:4]1[CH:9]=[C:8]([CH2:10][NH:11][C:12]([O:14][C:15]([CH3:18])([CH3:16])[CH3:17])=[O:13])[CH:7]=[CH:6][C:5]=1[N+:26]([O-:28])=[O:27].